This data is from Ames mutagenicity test results for genotoxicity prediction. The task is: Regression/Classification. Given a drug SMILES string, predict its toxicity properties. Task type varies by dataset: regression for continuous values (e.g., LD50, hERG inhibition percentage) or binary classification for toxic/non-toxic outcomes (e.g., AMES mutagenicity, cardiotoxicity, hepatotoxicity). Dataset: ames. (1) The compound is O=C(O)CC(NC(=O)COc1cc(Cl)c(Cl)cc1Cl)C(=O)O. The result is 0 (non-mutagenic). (2) The compound is CC(=O)Oc1ccc(CO)cc1. The result is 0 (non-mutagenic). (3) The molecule is CCCCc1ccc(/N=C\c2ccc(OC)cc2)cc1. The result is 1 (mutagenic). (4) The compound is COP(=O)(SC)SC. The result is 0 (non-mutagenic). (5) The result is 0 (non-mutagenic). The compound is CC(CCc1ccccc1)NCC(O)c1ccc(O)c(C(N)=O)c1. (6) The molecule is CCC1OC(CO)C(COCC2OC(COC3OC(CO)C(O)C(O)C3O)C(OC)C(O)C2O)C(O)C1O. The result is 0 (non-mutagenic). (7) The molecule is Oc1ccccc1/C=N/c1snc2ccccc12. The result is 0 (non-mutagenic).